From a dataset of Forward reaction prediction with 1.9M reactions from USPTO patents (1976-2016). Predict the product of the given reaction. (1) Given the reactants CC1(C)[O:7][C:6](=O)[CH:5]=[C:4]([CH3:9])O1.[NH2:11][C:12]([CH3:22])=[CH:13][C:14]([C:16]1[CH:21]=[CH:20][CH:19]=[CH:18][CH:17]=1)=[O:15], predict the reaction product. The product is: [C:14]([C:13]1[C:6](=[O:7])[CH:5]=[C:4]([CH3:9])[NH:11][C:12]=1[CH3:22])(=[O:15])[C:16]1[CH:21]=[CH:20][CH:19]=[CH:18][CH:17]=1. (2) The product is: [F:33][C:29]1[CH:28]=[C:27]([C:4]([C:6]2[N:7]=[CH:8][N:9]([C:11]3[CH:12]=[C:13]([C:17]4[CH:22]=[CH:21][CH:20]=[CH:19][C:18]=4[O:23][CH3:24])[CH:14]=[CH:15][CH:16]=3)[CH:10]=2)=[O:5])[CH:32]=[CH:31][CH:30]=1. Given the reactants CON(C)[C:4]([C:6]1[N:7]=[CH:8][N:9]([C:11]2[CH:12]=[C:13]([C:17]3[CH:22]=[CH:21][CH:20]=[CH:19][C:18]=3[O:23][CH3:24])[CH:14]=[CH:15][CH:16]=2)[CH:10]=1)=[O:5].Br[C:27]1[CH:32]=[CH:31][CH:30]=[C:29]([F:33])[CH:28]=1, predict the reaction product.